From a dataset of Reaction yield outcomes from USPTO patents with 853,638 reactions. Predict the reaction yield, written as a fraction of the theoretical maximum amount of product (1.0 means a 100% yield; for example, 0.34 means a 34% yield). The reactants are C1(P(N=[N+]=[N-])(C2C=CC=CC=2)=[O:8])C=CC=CC=1.[F:18][C:19]1[C:27]([O:28][CH3:29])=[CH:26][CH:25]=[CH:24][C:20]=1C(O)=O.C([N:32]([CH2:35]C)CC)C.[F:37][C:38]1[CH:45]=[CH:44][CH:43]=[C:42]([F:46])[C:39]=1[CH2:40][NH2:41]. The catalyst is C1(C)C=CC=CC=1.BrC1C=CC=CC=1.ClCCl. The product is [F:18][C:19]1[C:27]([O:28][CH3:29])=[CH:26][CH:25]=[CH:24][C:20]=1[NH:32][C:35]([NH:41][CH2:40][C:39]1[C:38]([F:37])=[CH:45][CH:44]=[CH:43][C:42]=1[F:46])=[O:8]. The yield is 0.761.